This data is from Full USPTO retrosynthesis dataset with 1.9M reactions from patents (1976-2016). The task is: Predict the reactants needed to synthesize the given product. (1) Given the product [Cl:34][C:30]1[CH:29]=[C:28]2[C:33]([C:24]([NH:12][C:11]3[CH:13]=[CH:14][C:8]([N:5]4[CH2:4][CH2:3][N:2]([CH3:1])[CH2:7][CH2:6]4)=[C:9]([CH2:15][N:16]4[CH2:17][CH2:18][N:19]([CH3:22])[CH2:20][CH2:21]4)[CH:10]=3)=[CH:25][CH:26]=[N:27]2)=[CH:32][CH:31]=1, predict the reactants needed to synthesize it. The reactants are: [CH3:1][N:2]1[CH2:7][CH2:6][N:5]([C:8]2[CH:14]=[CH:13][C:11]([NH2:12])=[CH:10][C:9]=2[CH2:15][N:16]2[CH2:21][CH2:20][N:19]([CH3:22])[CH2:18][CH2:17]2)[CH2:4][CH2:3]1.Cl[C:24]1[C:33]2[C:28](=[CH:29][C:30]([Cl:34])=[CH:31][CH:32]=2)[N:27]=[CH:26][CH:25]=1.Cl. (2) The reactants are: Br[C:2]1[N:6]=[CH:5][N:4]([C:7]2[CH:12]=[CH:11][C:10]([NH:13][C:14]3[N:19]=[C:18]([C:20]4[CH:25]=[CH:24][CH:23]=[C:22]([N:26]5[CH2:31][CH2:30][O:29][CH2:28][CH2:27]5)[CH:21]=4)[CH:17]=[CH:16][N:15]=3)=[CH:9][CH:8]=2)[N:3]=1.[CH2:32]([Sn](CCCC)(CCCC)C=C)[CH2:33]CC.C1(C)C=CC=CC=1. Given the product [O:29]1[CH2:30][CH2:31][N:26]([C:22]2[CH:21]=[C:20]([C:18]3[CH:17]=[CH:16][N:15]=[C:14]([NH:13][C:10]4[CH:11]=[CH:12][C:7]([N:4]5[CH:5]=[N:6][C:2]([CH:32]=[CH2:33])=[N:3]5)=[CH:8][CH:9]=4)[N:19]=3)[CH:25]=[CH:24][CH:23]=2)[CH2:27][CH2:28]1, predict the reactants needed to synthesize it. (3) Given the product [ClH:30].[S:15]1[CH:14]=[CH:13][C:12]2[C:11]3[NH:7][N:8]=[C:9]([C:18]4[CH:19]=[CH:20][C:21]([NH2:24])=[N:22][CH:23]=4)[C:10]=3[CH2:17][C:16]1=2, predict the reactants needed to synthesize it. The reactants are: C[Si](C)(C)CCOC[N:7]1[C:11]2[C:12]3[CH:13]=[CH:14][S:15][C:16]=3[CH2:17][C:10]=2[C:9]([C:18]2[CH:19]=[CH:20][C:21]([NH:24]C(=O)C)=[N:22][CH:23]=2)=[N:8]1.[ClH:30]. (4) Given the product [CH2:17]([C:2]1[C:11]([CH3:12])=[C:10]([Cl:13])[C:9]2[C:4](=[CH:5][C:6]([F:15])=[CH:7][C:8]=2[F:14])[N:3]=1)[C:18]1[CH:23]=[CH:22][CH:21]=[CH:20][CH:19]=1, predict the reactants needed to synthesize it. The reactants are: Cl[C:2]1[C:11]([CH3:12])=[C:10]([Cl:13])[C:9]2[C:4](=[CH:5][C:6]([F:15])=[CH:7][C:8]=2[F:14])[N:3]=1.[Br-].[CH2:17]([Zn+])[C:18]1[CH:23]=[CH:22][CH:21]=[CH:20][CH:19]=1.[Cl-].[NH4+]. (5) Given the product [Cl:1][C:2]1[C:7]([O:8][CH:9]2[CH2:14][CH2:13][N:12]([CH3:43])[CH2:11][CH2:10]2)=[CH:6][CH:5]=[CH:4][C:3]=1[C@H:15]([O:17][C:18]1[CH:22]=[C:21]([N:23]2[C:27]3[CH:28]=[CH:29][C:30]([C:32]4[CH:33]=[N:34][N:35]([CH3:37])[CH:36]=4)=[CH:31][C:26]=3[N:25]=[CH:24]2)[S:20][C:19]=1[C:38]([NH2:40])=[O:39])[CH3:16], predict the reactants needed to synthesize it. The reactants are: [Cl:1][C:2]1[C:7]([O:8][CH:9]2[CH2:14][CH2:13][NH:12][CH2:11][CH2:10]2)=[CH:6][CH:5]=[CH:4][C:3]=1[C@H:15]([O:17][C:18]1[CH:22]=[C:21]([N:23]2[C:27]3[CH:28]=[CH:29][C:30]([C:32]4[CH:33]=[N:34][N:35]([CH3:37])[CH:36]=4)=[CH:31][C:26]=3[N:25]=[CH:24]2)[S:20][C:19]=1[C:38]([NH2:40])=[O:39])[CH3:16].C=O.[C:43](O)(=O)C.C(O[BH-](OC(=O)C)OC(=O)C)(=O)C.[Na+]. (6) Given the product [C:25]([C:21]1[N:20]([C:18](=[O:19])[CH2:17][CH2:16][CH2:15][CH2:14][C:13]([N:9]2[CH:10]=[CH:11][CH:12]=[C:8]2[C:6]([OH:7])=[O:5])=[O:32])[CH:24]=[CH:23][CH:22]=1)([OH:27])=[O:26], predict the reactants needed to synthesize it. The reactants are: C([O:5][C:6]([C:8]1[N:9]([C:13](=[O:32])[CH2:14][CH2:15][CH2:16][CH2:17][C:18]([N:20]2[CH:24]=[CH:23][CH:22]=[C:21]2[C:25]([O:27]C(C)(C)C)=[O:26])=[O:19])[CH:10]=[CH:11][CH:12]=1)=[O:7])(C)(C)C.FC(F)(F)C(O)=O. (7) Given the product [CH2:1]([C:6]1[S:10][C:9]([C:11]([OH:13])=[O:12])=[N:8][C:7]=1[C:16]1[CH:21]=[CH:20][CH:19]=[CH:18][CH:17]=1)[CH2:2][CH2:3][CH2:4][CH3:5], predict the reactants needed to synthesize it. The reactants are: [CH2:1]([C:6]1[S:10][C:9]([C:11]([O:13]CC)=[O:12])=[N:8][C:7]=1[C:16]1[CH:21]=[CH:20][CH:19]=[CH:18][CH:17]=1)[CH2:2][CH2:3][CH2:4][CH3:5].[OH-].[K+].Cl.